This data is from NCI-60 drug combinations with 297,098 pairs across 59 cell lines. The task is: Regression. Given two drug SMILES strings and cell line genomic features, predict the synergy score measuring deviation from expected non-interaction effect. Drug 1: CNC(=O)C1=NC=CC(=C1)OC2=CC=C(C=C2)NC(=O)NC3=CC(=C(C=C3)Cl)C(F)(F)F. Drug 2: COC1=C2C(=CC3=C1OC=C3)C=CC(=O)O2. Cell line: IGROV1. Synergy scores: CSS=-0.617, Synergy_ZIP=0.499, Synergy_Bliss=0.503, Synergy_Loewe=-1.25, Synergy_HSA=-1.27.